From a dataset of Catalyst prediction with 721,799 reactions and 888 catalyst types from USPTO. Predict which catalyst facilitates the given reaction. (1) Reactant: [C:1]([N:5]1[CH2:10][CH2:9][N:8](C(OCC2C=CC=CC=2)=O)[CH2:7][CH2:6]1)(=[O:4])[CH2:2][CH3:3].[H][H]. Product: [N:5]1([C:1](=[O:4])[CH2:2][CH3:3])[CH2:10][CH2:9][NH:8][CH2:7][CH2:6]1. The catalyst class is: 63. (2) Reactant: C([O-])([O-])=O.[K+].[K+].[CH3:7][O:8][C:9]1[CH:14]=[CH:13][C:12]([OH:15])=[CH:11][CH:10]=1.Br[CH2:17][C:18]([O:20][CH2:21][CH3:22])=[O:19]. Product: [CH3:7][O:8][C:9]1[CH:14]=[CH:13][C:12]([O:15][CH2:17][C:18]([O:20][CH2:21][CH3:22])=[O:19])=[CH:11][CH:10]=1. The catalyst class is: 3. (3) Reactant: C1(P(C2C=CC=CC=2)C2C=CC=CC=2)C=CC=CC=1.[Br:20]Br.C(N(CC)C(C)C)(C)C.[CH3:31][O:32][CH2:33][O:34][C:35]1[CH:36]=[C:37]([CH2:45]O)[CH:38]=[CH:39][C:40]=1[O:41][CH2:42][O:43][CH3:44]. Product: [Br:20][CH2:45][C:37]1[CH:38]=[CH:39][C:40]([O:41][CH2:42][O:43][CH3:44])=[C:35]([O:34][CH2:33][O:32][CH3:31])[CH:36]=1. The catalyst class is: 753. (4) Reactant: [C:1]([O:5][C:6]([NH:8][C:9]([CH3:17])([CH3:16])[CH2:10]/[CH:11]=[CH:12]/[C:13]([OH:15])=O)=[O:7])([CH3:4])([CH3:3])[CH3:2].ON1C2N=CC=CC=2N=N1.Cl.CN(C)CCCN=C=NCC.[C:40]1([C:66]2[CH:71]=[CH:70][CH:69]=[CH:68][CH:67]=2)[CH:45]=[CH:44][C:43]([CH2:46][C@@H:47]([NH:64][CH3:65])[C:48]([N:50]([CH3:63])[C@@H:51]([C:59](=[O:62])[NH:60][CH3:61])[CH2:52][C:53]2[CH:58]=[CH:57][CH:56]=[CH:55][CH:54]=2)=[O:49])=[CH:42][CH:41]=1.C(N(C(C)C)CC)(C)C. Product: [C:1]([O:5][C:6](=[O:7])[NH:8][C:9]([CH3:17])([CH3:16])[CH2:10]/[CH:11]=[CH:12]/[C:13](=[O:15])[N:64]([C@@H:47]([C:48](=[O:49])[N:50]([CH3:63])[C@@H:51]([C:59](=[O:62])[NH:60][CH3:61])[CH2:52][C:53]1[CH:54]=[CH:55][CH:56]=[CH:57][CH:58]=1)[CH2:46][C:43]1[CH:42]=[CH:41][C:40]([C:66]2[CH:71]=[CH:70][CH:69]=[CH:68][CH:67]=2)=[CH:45][CH:44]=1)[CH3:65])([CH3:2])([CH3:3])[CH3:4]. The catalyst class is: 2.